This data is from Reaction yield outcomes from USPTO patents with 853,638 reactions. The task is: Predict the reaction yield, written as a fraction of the theoretical maximum amount of product (1.0 means a 100% yield; for example, 0.34 means a 34% yield). (1) The reactants are [Cl:1][C:2]1[CH:3]=[CH:4][C:5]([CH:8]=[O:9])=[N:6][CH:7]=1.[F:10][C:11]([Si](C)(C)C)([F:13])[F:12].CCCC[N+](CCCC)(CCCC)CCCC.[F-]. The catalyst is C1COCC1.O.CCOC(C)=O.CCCC[N+](CCCC)(CCCC)CCCC.[F-]. The product is [Cl:1][C:2]1[CH:3]=[CH:4][C:5]([CH:8]([OH:9])[C:11]([F:13])([F:12])[F:10])=[N:6][CH:7]=1. The yield is 0.850. (2) The reactants are FC(F)(F)S(O[C:7]1[CH:12]=[CH:11][C:10]([CH:13]([CH3:15])[CH3:14])=[CH:9][C:8]=1[CH:16]=[O:17])(=O)=O.[CH:20]([C:23]1[CH:24]=[C:25]2[C:30](=[CH:31][CH:32]=1)[CH:29]=[C:28](B(O)O)[CH:27]=[CH:26]2)([CH3:22])[CH3:21].C(=O)([O-])[O-].[Na+].[Na+]. The catalyst is C(COC)OC. The product is [CH:13]([C:10]1[CH:11]=[CH:12][C:7]([C:28]2[CH:27]=[CH:26][C:25]3[C:30](=[CH:31][CH:32]=[C:23]([CH:20]([CH3:22])[CH3:21])[CH:24]=3)[CH:29]=2)=[C:8]([CH:9]=1)[CH:16]=[O:17])([CH3:15])[CH3:14]. The yield is 0.700. (3) The product is [O:8]=[C:7]1[NH:6][CH2:5][C:4](=[O:40])[N:9]1[C:10]1[CH:19]=[C:18]([C:20]2[C:29]3[C:24](=[CH:25][C:26]([O:35][CH2:36][CH3:37])=[C:27]4[O:32][C:31]([CH3:34])([CH3:33])[CH2:30][C:28]4=3)[CH2:23][C:22]([CH3:38])([CH3:39])[N:21]=2)[CH:17]=[CH:16][C:11]=1[C:12]([O:14][CH3:15])=[O:13]. The yield is 0.460. The catalyst is Cl.CO. The reactants are C(O[C:4](=[O:40])[CH2:5][NH:6][C:7]([NH:9][C:10]1[CH:19]=[C:18]([C:20]2[C:29]3[C:24](=[CH:25][C:26]([O:35][CH2:36][CH3:37])=[C:27]4[O:32][C:31]([CH3:34])([CH3:33])[CH2:30][C:28]4=3)[CH2:23][C:22]([CH3:39])([CH3:38])[N:21]=2)[CH:17]=[CH:16][C:11]=1[C:12]([O:14][CH3:15])=[O:13])=[O:8])C.S(=O)(=O)(O)O. (4) The reactants are [F:1][C:2]1[CH:3]=[C:4]([CH:7]=[CH:8][CH:9]=1)[CH2:5][OH:6].[OH-].[K+].F[C:13]1[CH:18]=[CH:17][C:16]([N+:19]([O-:21])=[O:20])=[CH:15][CH:14]=1. The catalyst is O. The product is [F:1][C:2]1[CH:3]=[C:4]([CH:7]=[CH:8][CH:9]=1)[CH2:5][O:6][C:13]1[CH:18]=[CH:17][C:16]([N+:19]([O-:21])=[O:20])=[CH:15][CH:14]=1. The yield is 0.610. (5) The reactants are [CH3:1][C:2]1[CH:14]=[C:13]([N+]([O-])=O)[C:12](/[CH:18]=[CH:19]/[N:20]2CCCC2)=[CH:11][C:3]=1[O:4][C:5]1[CH:6]=[N:7][CH:8]=[N:9][CH:10]=1. The catalyst is CO.[Pd]. The product is [CH3:1][C:2]1[CH:14]=[C:13]2[C:12]([CH:18]=[CH:19][NH:20]2)=[CH:11][C:3]=1[O:4][C:5]1[CH:10]=[N:9][CH:8]=[N:7][CH:6]=1. The yield is 0.464. (6) The reactants are [Cl:1][C:2]1[C:7]([CH:8]=O)=[CH:6][C:5]([F:10])=[CH:4][N:3]=1.[CH2:11]1COCC1. The catalyst is [Br-].C[P+](C1C=CC=CC=1)(C1C=CC=CC=1)C1C=CC=CC=1.[Li]CCCC. The product is [Cl:1][C:2]1[C:7]([CH:8]=[CH2:11])=[CH:6][C:5]([F:10])=[CH:4][N:3]=1. The yield is 0.240.